This data is from Forward reaction prediction with 1.9M reactions from USPTO patents (1976-2016). The task is: Predict the product of the given reaction. The product is: [CH3:34][O:35][C:28](=[O:32])[C:29]([C:25]1[C:24]2[C:19](=[CH:20][CH:21]=[CH:22][CH:23]=2)[NH:18][C:17]=1[C:15]1[CH:14]=[CH:13][C:12]([CH2:26][CH3:27])=[C:11]([S:8](=[O:9])(=[O:10])[NH:7][CH:1]2[CH2:6][CH2:5][CH2:4][CH2:3][CH2:2]2)[CH:16]=1)=[O:30]. Given the reactants [CH:1]1([NH:7][S:8]([C:11]2[CH:16]=[C:15]([C:17]3[NH:18][C:19]4[C:24]([CH:25]=3)=[CH:23][CH:22]=[CH:21][CH:20]=4)[CH:14]=[CH:13][C:12]=2[CH2:26][CH3:27])(=[O:10])=[O:9])[CH2:6][CH2:5][CH2:4][CH2:3][CH2:2]1.[C:28](Cl)(=[O:32])[C:29](Cl)=[O:30].[CH3:34][OH:35], predict the reaction product.